Dataset: Experimentally validated miRNA-target interactions with 360,000+ pairs, plus equal number of negative samples. Task: Binary Classification. Given a miRNA mature sequence and a target amino acid sequence, predict their likelihood of interaction. (1) The miRNA is hsa-miR-1237-5p with sequence CGGGGGCGGGGCCGAAGCGCG. The protein sequence of the target gene is MEGSNGFGIDSILSHRAGSPALPKGDPLLGDCRSPLELSPRSESSSDCSSPASPGRDCLETGTPRPGGASGPGLDSHLQPGQLSAPAQSRTVTSSFLIRDILADCKPLAACAPYSSSGQPAAPEPGGRLAAKAAEDFRDKLDKSGSNASSDSEYKVKEEGDREISSSRDSPPVRLKKPRKARTAFTDHQLAQLERSFERQKYLSVQDRMELAASLNLTDTQVKTWYQNRRTKWKRQTAVGLELLAEAGNYSALQRMFPSPYFYPQSLVSNLDPGAALYLYRGPSAPPPALQRPLVPRILI.... Result: 1 (interaction). (2) The miRNA is hsa-miR-548c-5p with sequence AAAAGUAAUUGCGGUUUUUGCC. The protein sequence of the target gene is MAATEISVLSEQFTKIKELELMPEKGLKEEEKDGVCREKDHRSPSELEAERTSGAFQDSVLEEEVELVLAPSEESEKYILTLQTVHFTSEAVELQDMSLLSIQQQEGVQVVVQQPGPGLLWLEEGPRQSLQQCVAISIQQELYSPQEMEVLQFHALEENVMVASEDSKLAVSLAETTGLIKLEEEQEKNQLLAERTKEQLFFVETMSGDERSDEIVLTVSNSNVEEQEDQPTAGQADAEKAKSTKNQRKTKGAKGTFHCDVCMFTSSRMSSFNRHMKTHTSEKPHLCHLCLKTFRTVTLL.... Result: 1 (interaction). (3) The miRNA is hsa-miR-598-3p with sequence UACGUCAUCGUUGUCAUCGUCA. The protein sequence of the target gene is MDSRVSELFGGCCRPGGGPAMGGNLKARGAGGSSSCGGPKGKKKNGRNRGGKANNPPYLPPEAEDGNIEYKLKLVNPSQYRFEHLVTQMKWRLQEGRGEAVYQIGVEDNGLLVGLAEEEMRASLKTLHRMAEKVGADITVLREREVDYDSDVPRKITEVLVRKVPDNQQFLDLRVAVLGNVDSGKSTLLGVLTQGELDNGRGRARLNLFRHLHEIQSGRTSSISFEILGFNSKGEVVNYSDSRTAEEICESSSKMITFIDLAGHHKYLHTTIFGLTSYCPDCALLLVSANTGIAGTTREH.... Result: 0 (no interaction). (4) The miRNA is hsa-miR-500a-3p with sequence AUGCACCUGGGCAAGGAUUCUG. The protein sequence of the target gene is MASKKVCIVGSGNWGSAIAKIVGGNAAQLAQFDPRVTMWVFEEDIGGKKLTEIINTQHENVKYLPGHKLPPNVVAVPDVVQAAEDADILIFVVPHQFIGKICDQLKGHLKANATGISLIKGVDEGPNGLKLISEVIGERLGIPMSVLMGANIASEVADEKFCETTIGCKDPAQGQLLKELMQTPNFRITVVQEVDTVEICGALKNVVAVGAGFCDGLGFGDNTKAAVIRLGLMEMIAFAKLFCSGPVSSATFLESCGVADLITTCYGGRNRKVAEAFARTGKSIEQLEKELLNGQKLQGP.... Result: 0 (no interaction). (5) The miRNA is mmu-miR-5123 with sequence UGUAGAUCCAUAUGCCAUGGUGUG. The protein sequence of the target gene is MEQRLAEFREARKRASLVAQPSTSSQSVQTSGAKAEPAAATPKTATGWLTRFLKRKANPAIAQAQPNQPQEAGQQLPESTAVPLPSSCRQSFLTNITFLKVLLWLVLLGLFVELEFGLAYFVLSMFYWMYVGTRGPEEKKEGEKSAYSVFNPGCEAIQGTLTAEQLEQELQLRPPQGSRTSPSCSSYP. Result: 0 (no interaction). (6) The miRNA is hsa-miR-7161-3p with sequence UAGAUCUUUGACUCUGGCAGUCUCCAGG. The protein sequence of the target gene is MTLLITGDSIVSAEAVWDHVTMANRELAFKAGDVIKVLDASNKDWWWGQIDDEEGWFPASFVRLWVNQEDEVEEGPSDVQNGHLDPNSDCLCLGRPLQNRDQMRANVINEIMSTERHYIKHLKDICEGYLKQCRKRRDMFSDEQLKVIFGNIEDIYRFQMGFVRDLEKQYNNDDPHLSEIGPCFLEHQDGFWIYSEYCNNHLDACMELSKLMKDSRYQHFFEACRLLQQMIDIAIDGFLLTPVQKICKYPLQLAELLKYTAQDHSDYRYVAAALAVMRNVTQQINERKRRLENIDKIAQW.... Result: 0 (no interaction). (7) The miRNA is hsa-miR-15b-5p with sequence UAGCAGCACAUCAUGGUUUACA. Result: 1 (interaction). The protein sequence of the target gene is METQKDEAAQAKGAAASGSTREQTAEKGAKNKAAEATEGPTSEPSSSGPGRLKKTAMKLFGGKKGICTLPSFFGGGRSKGSGKGSSKKGLSKSKTHDGLSEAAHGPEDVVSEGTGFSLPLPELPCQFPSSQSAHGALETGSRCKTSVAGATEKAVAEKFPSMPKPKKGLKGFFSSIRRHRKSKVTGAEQSEPGAKGPERVRARPHEHVSSAPQVPCFEETFQAPRKENANPQDAPGPKVSPTPEPSPPATEKMACKDPEKPMEACASAHVQPKPAPEASSLEEPHSPETGEKVVAGEVNP.... (8) The miRNA is hsa-miR-4258 with sequence CCCCGCCACCGCCUUGG. The protein sequence of the target gene is MATKARVMYDFAAEPGNNELTVNEGEIITITNPDVGGGWLEGRNIKGERGLVPTDYVEILPSDGKDQFSCGNSVADQAFLDSLSASTAQASSSAASNNHQVGSGNDPWSAWSASKSGNWESSEGWGAQPEGAGAQRNTNTPNNWDTAFGHPQAYQGPATGDDDDWDEDWDGPKSSSYFKDSESADAGGAQRGNSRASSSSMKIPLNKFPGFAKPGTEQYLLAKQLAKPKEKIPIIVGDYGPMWVYPTSTFDCVVADPRKGSKMYGLKSYIEYQLTPTNTNRSVNHRYKHFDWLYERLLVK.... Result: 1 (interaction). (9) The miRNA is cel-miR-255-3p with sequence AAACUGAAGAGAUUUUUUACAG. The protein sequence of the target gene is MIGRISQPLLNTSQKFMAPAARTLMLHEHHGMKILQNYEIKVPPFGVAQDAETAFSEAKRIGGKDYVVKAQVLAGGRGKGRFSSGLQGGVQIVFTPDEVKQKAGMMIGANLITKQTDHRGKKCEEVMVCKRLFTRREYYFSITLDRNTNGPIVIASSQGGVNIEEVAATNPDAIVKMPIDVNVGITKELAHEIAVKMGFSKDCEQQASEIIEKLYQMFKGSDATLVEINPMAEDVNGDVYCMDCKLLLDSNAEFRQAKLFDLKDKKQEDELEIRAAAANLNYIRLDGTIGCMVNGAGLAM.... Result: 1 (interaction). (10) The miRNA is mmu-miR-3475-3p with sequence UCUGGAGGCACAUGGUUUGAA. The protein sequence of the target gene is METKVHLFCQAEENIDLLDDGSNSFATDLSSGTINHKKYIKFSKTIEKEISPEIRSLSPEYKKIFETSIIFCGEEKSSDFSGEKKVGRKSLQVQQHSKRTEIIPPFLKLSKEKVTRKENSLCKLPNQYSVHKTSSPLCTSSAITREKEMLSNLYMTLYDEVTHGYLHSKELSALHKACKIFSKIRSGKIYVNDLPVILCILRISISDLEMRQALKTVDIDAFQDALKIFCRIKGGRVSTDDVFAVLDSMGIPINREILEEVTKHTYIDSNHMVDIGDIIFTLNELQEQYEDVSITEGSPL.... Result: 0 (no interaction).